Dataset: Forward reaction prediction with 1.9M reactions from USPTO patents (1976-2016). Task: Predict the product of the given reaction. (1) Given the reactants [C:1]12([C:11]3[CH:16]=[CH:15][C:14]([CH2:17][OH:18])=[CH:13][C:12]=3[O:19][CH:20]([CH3:22])[CH3:21])[CH2:10][CH:5]3[CH2:6][CH:7]([CH2:9][CH:3]([CH2:4]3)[CH2:2]1)[CH2:8]2, predict the reaction product. The product is: [C:1]12([C:11]3[CH:16]=[CH:15][C:14]([CH:17]=[O:18])=[CH:13][C:12]=3[O:19][CH:20]([CH3:22])[CH3:21])[CH2:8][CH:7]3[CH2:9][CH:3]([CH2:4][CH:5]([CH2:6]3)[CH2:10]1)[CH2:2]2. (2) Given the reactants [CH:1]([C:3]1[CH:12]=[C:11]2[C:6]([CH:7]([NH:13][C:14](=[O:37])[CH2:15][CH:16]([NH:23][S:24]([C:27]3[CH:36]=[CH:35][C:34]4[C:29](=[CH:30][CH:31]=[CH:32][CH:33]=4)[CH:28]=3)(=[O:26])=[O:25])[C:17]3[CH:22]=[CH:21][CH:20]=[CH:19][CH:18]=3)[CH2:8][CH2:9][O:10]2)=[CH:5][CH:4]=1)=[O:2].[BH4-].[Na+], predict the reaction product. The product is: [OH:2][CH2:1][C:3]1[CH:12]=[C:11]2[C:6]([CH:7]([NH:13][C:14](=[O:37])[CH2:15][CH:16]([NH:23][S:24]([C:27]3[CH:36]=[CH:35][C:34]4[C:29](=[CH:30][CH:31]=[CH:32][CH:33]=4)[CH:28]=3)(=[O:26])=[O:25])[C:17]3[CH:18]=[CH:19][CH:20]=[CH:21][CH:22]=3)[CH2:8][CH2:9][O:10]2)=[CH:5][CH:4]=1. (3) Given the reactants [C:1]([OH:7])(=[O:6])[CH2:2][CH2:3][C:4]#[CH:5].C([O-])([O-])=O.[Cs+].[Cs+].[CH2:14](Br)[C:15]1[CH:20]=[CH:19][CH:18]=[CH:17][CH:16]=1, predict the reaction product. The product is: [C:1]([O:7][CH2:14][C:15]1[CH:20]=[CH:19][CH:18]=[CH:17][CH:16]=1)(=[O:6])[CH2:2][CH2:3][C:4]#[CH:5]. (4) Given the reactants [O:1]1[C:5]2=[CH:6][N:7]=[C:8]([CH:10]=[O:11])[CH:9]=[C:4]2[CH:3]=[CH:2]1.P([O-])(O)(O)=[O:13].[K+].Cl([O-])=O.[Na+].[OH-].[Na+], predict the reaction product. The product is: [O:1]1[C:5]2=[CH:6][N:7]=[C:8]([C:10]([OH:13])=[O:11])[CH:9]=[C:4]2[CH:3]=[CH:2]1. (5) The product is: [C:20]([O:23][CH:24]([CH3:28])[C:25](=[O:27])[CH2:26][CH:1]([O:5][CH2:6][CH3:7])[O:8][CH2:9][CH3:10])(=[O:22])[CH3:21]. Given the reactants [CH:1]([O:8][CH2:9][CH3:10])([O:5][CH2:6][CH3:7])OCC.B(F)(F)F.CCOCC.[C:20]([O:23][C:24](C)([CH3:28])[C:25](=[O:27])[CH3:26])(=[O:22])[CH3:21].C(N(C(C)C)CC)(C)C.C([O-])(O)=O.[Na+], predict the reaction product.